From a dataset of Reaction yield outcomes from USPTO patents with 853,638 reactions. Predict the reaction yield, written as a fraction of the theoretical maximum amount of product (1.0 means a 100% yield; for example, 0.34 means a 34% yield). (1) The reactants are [Br:1][C:2]1[C:3](=[O:9])[NH:4][CH:5]=[C:6]([Cl:8])[CH:7]=1.C(=O)([O-])[O-].[K+].[K+].[CH2:16](Br)[C:17]1[CH:22]=[CH:21][CH:20]=[CH:19][CH:18]=1. The catalyst is [Cl-].C([N+](CCCC)(CCCC)CCCC)CCC.C(OCC)(=O)C. The product is [CH2:16]([N:4]1[CH:5]=[C:6]([Cl:8])[CH:7]=[C:2]([Br:1])[C:3]1=[O:9])[C:17]1[CH:22]=[CH:21][CH:20]=[CH:19][CH:18]=1. The yield is 0.310. (2) The reactants are [Cl:1][C:2]1[C:3]([CH3:9])=[CH:4][C:5]([NH2:8])=[N:6][CH:7]=1.[C:10](N1C=CC=CC1=O)(N1C=CC=CC1=O)=[S:11]. The catalyst is ClCCl. The product is [Cl:1][C:2]1[C:3]([CH3:9])=[CH:4][C:5]([N:8]=[C:10]=[S:11])=[N:6][CH:7]=1. The yield is 0.850. (3) The reactants are [C:1]12([N:6]([CH2:18][CH2:19][O:20]C3CCCCO3)[S:7]([C:10]3[C:11]([Cl:17])=[N:12][CH:13]=[C:14]([Br:16])[CH:15]=3)(=[O:9])=[O:8])[CH2:5][CH:3]([CH2:4]1)[CH2:2]2.C1(C)C=CC(S(O)(=O)=O)=CC=1.C([O-])(O)=O.[Na+]. The yield is 0.810. The product is [C:1]12([N:6]([CH2:18][CH2:19][OH:20])[S:7]([C:10]3[C:11]([Cl:17])=[N:12][CH:13]=[C:14]([Br:16])[CH:15]=3)(=[O:8])=[O:9])[CH2:5][CH:3]([CH2:2]1)[CH2:4]2. The catalyst is CO.O. (4) The reactants are [F:1][C:2]1[CH:18]=[C:17]([N+:19]([O-:21])=[O:20])[CH:16]=[CH:15][C:3]=1[O:4][C:5]1[CH:10]=[CH:9][N:8]=[C:7]2[CH:11]=[C:12](I)[S:13][C:6]=12.Br[C:23]1[CH:30]=[CH:29][C:26]([CH:27]=[O:28])=[CH:25][N:24]=1.[Sn].CO. The catalyst is O1CCOCC1.C1C=CC([P]([Pd]([P](C2C=CC=CC=2)(C2C=CC=CC=2)C2C=CC=CC=2)([P](C2C=CC=CC=2)(C2C=CC=CC=2)C2C=CC=CC=2)[P](C2C=CC=CC=2)(C2C=CC=CC=2)C2C=CC=CC=2)(C2C=CC=CC=2)C2C=CC=CC=2)=CC=1. The product is [F:1][C:2]1[CH:18]=[C:17]([N+:19]([O-:21])=[O:20])[CH:16]=[CH:15][C:3]=1[O:4][C:5]1[CH:10]=[CH:9][N:8]=[C:7]2[CH:11]=[C:12]([C:23]3[CH:30]=[CH:29][C:26]([CH:27]=[O:28])=[CH:25][N:24]=3)[S:13][C:6]=12. The yield is 0.520.